Dataset: Catalyst prediction with 721,799 reactions and 888 catalyst types from USPTO. Task: Predict which catalyst facilitates the given reaction. (1) Reactant: [N+:1]([C:4]1[CH:15]=[CH:14][C:7]2[C:8](=[O:13])[NH:9][CH2:10][CH2:11][O:12][C:6]=2[CH:5]=1)([O-])=O.CN(C=O)C. Product: [NH2:1][C:4]1[CH:15]=[CH:14][C:7]2[C:8](=[O:13])[NH:9][CH2:10][CH2:11][O:12][C:6]=2[CH:5]=1. The catalyst class is: 63. (2) Reactant: [CH3:1][N:2]([CH3:37])[C:3]1[CH:8]=[CH:7][C:6]([NH:9][C:10]([NH:12]/[N:13]=[CH:14]/[C:15]2[CH:20]=[CH:19][C:18]([C:21]3[N:25]=[CH:24][N:23]([C:26]4[CH:31]=[CH:30][C:29]([O:32][C:33]([F:36])([F:35])[F:34])=[CH:28][CH:27]=4)[N:22]=3)=[CH:17][CH:16]=2)=[S:11])=[CH:5][CH:4]=1.I[CH3:39]. Product: [CH3:1][N:2]([CH3:37])[C:3]1[CH:8]=[CH:7][C:6]([NH:9][C:10]([NH:12][N:13]=[CH:14][C:15]2[CH:16]=[CH:17][C:18]([C:21]3[N:25]=[CH:24][N:23]([C:26]4[CH:31]=[CH:30][C:29]([O:32][C:33]([F:34])([F:36])[F:35])=[CH:28][CH:27]=4)[N:22]=3)=[CH:19][CH:20]=2)=[SH:11][CH3:39])=[CH:5][CH:4]=1. The catalyst class is: 14. (3) Product: [C:13]([C:12]1[CH:15]=[C:8]([CH:9]=[CH:10][C:11]=1[O:16][CH2:17][CH2:18][CH3:19])[C:5]([OH:7])=[O:1])#[N:14]. The catalyst class is: 127. Reactant: [OH-:1].[Na+].BrBr.[C:5]([C:8]1[CH:9]=[CH:10][C:11]([O:16][CH2:17][CH2:18][CH3:19])=[C:12]([CH:15]=1)[C:13]#[N:14])(=[O:7])C.Cl. (4) Reactant: [Cl:1][C:2]1[N:7]=[C:6]([C:8]2[CH:9]=[N:10][C:11]([NH:14][CH3:15])=[N:12][CH:13]=2)[CH:5]=[C:4](Cl)[N:3]=1.[NH:17]1[CH2:22][CH2:21][O:20][CH2:19][CH2:18]1. Product: [Cl:1][C:2]1[N:7]=[C:6]([C:8]2[CH:9]=[N:10][C:11]([NH:14][CH3:15])=[N:12][CH:13]=2)[CH:5]=[C:4]([N:17]2[CH2:22][CH2:21][O:20][CH2:19][CH2:18]2)[N:3]=1. The catalyst class is: 10. (5) Reactant: [F:1][C:2]([F:15])([F:14])[CH2:3][CH:4]1[C:13]2[C:8](=[CH:9][CH:10]=[CH:11][CH:12]=2)[NH:7][CH2:6][CH2:5]1.I[CH2:17][C:18]([NH2:20])=[O:19].CCN(C(C)C)C(C)C.[OH-].[Na+]. Product: [F:15][C:2]([F:1])([F:14])[CH2:3][CH:4]1[C:13]2[C:8](=[CH:9][CH:10]=[CH:11][CH:12]=2)[N:7]([CH2:17][C:18]([NH2:20])=[O:19])[CH2:6][CH2:5]1. The catalyst class is: 3. (6) Reactant: [CH2:1]([O:8][C:9]1[C:10]2[N:11]([C:16]([C:20](O)=[O:21])=[C:17]([CH3:19])[N:18]=2)[CH:12]=[C:13]([CH3:15])[CH:14]=1)[C:2]1[CH:7]=[CH:6][CH:5]=[CH:4][CH:3]=1.CN(C(ON1N=NC2C=CC=NC1=2)=[N+](C)C)C.F[P-](F)(F)(F)(F)F.C(N(CC)C(C)C)(C)C.[NH2:56][CH2:57][C:58]([NH:63][C:64](=[O:70])[O:65][C:66]([CH3:69])([CH3:68])[CH3:67])([CH3:62])[CH2:59][CH2:60][CH3:61]. Product: [C:66]([O:65][C:64](=[O:70])[NH:63][C:58]([CH3:62])([CH2:59][CH2:60][CH3:61])[CH2:57][NH:56][C:20]([C:16]1[N:11]2[CH:12]=[C:13]([CH3:15])[CH:14]=[C:9]([O:8][CH2:1][C:2]3[CH:7]=[CH:6][CH:5]=[CH:4][CH:3]=3)[C:10]2=[N:18][C:17]=1[CH3:19])=[O:21])([CH3:69])([CH3:68])[CH3:67]. The catalyst class is: 18.